From a dataset of NCI-60 drug combinations with 297,098 pairs across 59 cell lines. Regression. Given two drug SMILES strings and cell line genomic features, predict the synergy score measuring deviation from expected non-interaction effect. Drug 1: CC1OCC2C(O1)C(C(C(O2)OC3C4COC(=O)C4C(C5=CC6=C(C=C35)OCO6)C7=CC(=C(C(=C7)OC)O)OC)O)O. Drug 2: C1=NC2=C(N=C(N=C2N1C3C(C(C(O3)CO)O)F)Cl)N. Cell line: UACC62. Synergy scores: CSS=44.9, Synergy_ZIP=-7.99, Synergy_Bliss=-2.10, Synergy_Loewe=-1.94, Synergy_HSA=0.731.